From a dataset of Forward reaction prediction with 1.9M reactions from USPTO patents (1976-2016). Predict the product of the given reaction. (1) Given the reactants [CH2:1]([NH:8][C:9]([N:11]1[CH2:16][CH2:15][C:14](=[O:17])[N:13]2[C@@H:18]([CH2:35][C:36]3[CH:41]=[CH:40][C:39]([OH:42])=[CH:38][CH:37]=3)[C:19](=[O:34])[N:20]([CH2:23][C:24]3[C:33]4[C:28](=[CH:29][CH:30]=[CH:31][CH:32]=4)[CH:27]=[CH:26][CH:25]=3)[C@@H:21]([CH3:22])[CH:12]12)=[O:10])[C:2]1[CH:7]=[CH:6][CH:5]=[CH:4][CH:3]=1.C1COCC1.[C:48](Cl)(=[O:60])[CH2:49][CH2:50][CH2:51][CH2:52][CH2:53][CH2:54][CH2:55][CH2:56][CH2:57][CH2:58][CH3:59].C(N(CC)CC)C, predict the reaction product. The product is: [C:48]([O:42][C:39]1[CH:40]=[CH:41][C:36]([CH2:35][C@@H:18]2[N:13]3[C:14](=[O:17])[CH2:15][CH2:16][N:11]([C:9](=[O:10])[NH:8][CH2:1][C:2]4[CH:7]=[CH:6][CH:5]=[CH:4][CH:3]=4)[CH:12]3[C@H:21]([CH3:22])[N:20]([CH2:23][C:24]3[C:33]4[C:28](=[CH:29][CH:30]=[CH:31][CH:32]=4)[CH:27]=[CH:26][CH:25]=3)[C:19]2=[O:34])=[CH:37][CH:38]=1)(=[O:60])[CH2:49][CH2:50][CH2:51][CH2:52][CH2:53][CH2:54][CH2:55][CH2:56][CH2:57][CH2:58][CH3:59]. (2) Given the reactants Cl[C:2]1[CH:7]=[N:6][CH:5]=[C:4]([O:8][CH2:9][CH2:10][C:11]2[CH:16]=[CH:15][CH:14]=[C:13]([O:17][CH3:18])[CH:12]=2)[N:3]=1.COC1C=C(C=CC=1)CCO.[NH:30]1[CH2:35][CH2:34][NH:33][CH2:32][CH2:31]1.C([O-])([O-])=O.[K+].[K+].O=[O+][O-], predict the reaction product. The product is: [CH3:18][O:17][C:13]1[CH:12]=[C:11]([CH2:10][CH2:9][O:8][C:4]2[CH:5]=[N:6][CH:7]=[C:2]([N:30]3[CH2:35][CH2:34][NH:33][CH2:32][CH2:31]3)[N:3]=2)[CH:16]=[CH:15][CH:14]=1. (3) Given the reactants [Cl:1][C:2]1[C:11]2[N:10]([CH3:12])[O:9][C@H:8]3[NH:13][C@H:14]([C:16]([O:18][C@@H:19]4[C@:28]5([OH:29])[C@H:23]([C@H:24]([C:31]([CH3:33])=[CH2:32])[CH2:25][CH2:26][C@H:27]5[CH3:30])[CH:22]=[C:21]([CH3:34])[C@H:20]4[O:35][C:36](=[O:38])[CH3:37])=[O:17])[CH2:15][C@@:7]3([OH:39])[C:6]=2[CH:5]=[CH:4][CH:3]=1.[C:40](O[C:40]([O:42][C:43]([CH3:46])([CH3:45])[CH3:44])=[O:41])([O:42][C:43]([CH3:46])([CH3:45])[CH3:44])=[O:41], predict the reaction product. The product is: [Cl:1][C:2]1[C:11]2[N:10]([CH3:12])[O:9][C@H:8]3[N:13]([C:40]([O:42][C:43]([CH3:46])([CH3:45])[CH3:44])=[O:41])[C@H:14]([C:16]([O:18][C@@H:19]4[C@:28]5([OH:29])[C@H:23]([C@H:24]([C:31]([CH3:33])=[CH2:32])[CH2:25][CH2:26][C@H:27]5[CH3:30])[CH:22]=[C:21]([CH3:34])[C@H:20]4[O:35][C:36](=[O:38])[CH3:37])=[O:17])[CH2:15][C@@:7]3([O:39][C:40]([O:42][C:43]([CH3:46])([CH3:45])[CH3:44])=[O:41])[C:6]=2[CH:5]=[CH:4][CH:3]=1. (4) The product is: [NH2:38][C@@H:34]1[CH2:35][CH2:36][CH2:37][N:32]([CH2:31][C:3]2[C:2]([Cl:1])=[C:11]3[C:6]([C:7](=[O:26])[N:8]([CH2:13][C:14]4[CH:19]=[C:18]([CH3:20])[CH:17]=[CH:16][C:15]=4[S:21]([CH2:24][CH3:25])(=[O:22])=[O:23])[C:9](=[O:12])[NH:10]3)=[CH:5][C:4]=2[C:27]([F:28])([F:29])[F:30])[CH2:33]1. Given the reactants [Cl:1][C:2]1[C:3]([CH2:31][N:32]2[CH2:37][CH2:36][CH2:35][C@@H:34]([NH:38]C(=O)OC(C)(C)C)[CH2:33]2)=[C:4]([C:27]([F:30])([F:29])[F:28])[CH:5]=[C:6]2[C:11]=1[NH:10][C:9](=[O:12])[N:8]([CH2:13][C:14]1[CH:19]=[C:18]([CH3:20])[CH:17]=[CH:16][C:15]=1[S:21]([CH2:24][CH3:25])(=[O:23])=[O:22])[C:7]2=[O:26], predict the reaction product. (5) Given the reactants [CH:1]1([NH:4][S:5]([C:8]2[CH:13]=[CH:12][CH:11]=[CH:10][C:9]=2[N+:14]([O-])=O)(=[O:7])=[O:6])[CH2:3][CH2:2]1.Cl, predict the reaction product. The product is: [NH2:14][C:9]1[CH:10]=[CH:11][CH:12]=[CH:13][C:8]=1[S:5]([NH:4][CH:1]1[CH2:3][CH2:2]1)(=[O:7])=[O:6]. (6) Given the reactants [OH:1][CH:2]([C:23]1[CH:28]=[CH:27][CH:26]=[C:25]([C:29]([F:32])([F:31])[F:30])[CH:24]=1)[C:3]1[N:4]=[C:5]2[CH:10]=[CH:9][CH:8]=[C:7]([C:11]3[CH:12]=[C:13]([CH:19]=[CH:20][CH:21]=3)[C:14]([O:16]CC)=O)[N:6]2[CH:22]=1.OC(C1C=CC=C(C(F)(F)F)C=1)C1N=C2C=CC=C(C3C=C(C=CC=3)C(O)=O)N2C=1.[NH2:63][CH2:64][CH2:65][C:66]#[N:67], predict the reaction product. The product is: [C:64]([CH2:65][CH2:66][NH:67][C:14](=[O:16])[C:13]1[CH:19]=[CH:20][CH:21]=[C:11]([C:7]2[N:6]3[CH:22]=[C:3]([CH:2]([OH:1])[C:23]4[CH:28]=[CH:27][CH:26]=[C:25]([C:29]([F:31])([F:30])[F:32])[CH:24]=4)[N:4]=[C:5]3[CH:10]=[CH:9][CH:8]=2)[CH:12]=1)#[N:63].